This data is from Catalyst prediction with 721,799 reactions and 888 catalyst types from USPTO. The task is: Predict which catalyst facilitates the given reaction. (1) Reactant: Cl[C:2]1[N:7]=[C:6]([O:8][C:9]2[CH:14]=[CH:13][C:12]([NH:15][C:16]([NH:18][C:19]3[N:23]([C:24]4[CH:29]=[CH:28][C:27]([CH3:30])=[CH:26][CH:25]=4)[N:22]=[C:21]([CH:31]([CH3:33])[CH3:32])[CH:20]=3)=[O:17])=[C:11]([F:34])[C:10]=2[F:35])[CH:5]=[CH:4][N:3]=1.[CH3:36][O:37][C:38]1[CH:39]=[C:40]([CH:42]=[C:43]([O:45][CH2:46][CH2:47][N:48]2[CH2:53][CH2:52][O:51][CH2:50][CH2:49]2)[CH:44]=1)[NH2:41]. Product: [F:34][C:11]1[C:10]([F:35])=[C:9]([O:8][C:6]2[CH:5]=[CH:4][N:3]=[C:2]([NH:41][C:40]3[CH:42]=[C:43]([O:45][CH2:46][CH2:47][N:48]4[CH2:53][CH2:52][O:51][CH2:50][CH2:49]4)[CH:44]=[C:38]([O:37][CH3:36])[CH:39]=3)[N:7]=2)[CH:14]=[CH:13][C:12]=1[NH:15][C:16]([NH:18][C:19]1[N:23]([C:24]2[CH:29]=[CH:28][C:27]([CH3:30])=[CH:26][CH:25]=2)[N:22]=[C:21]([CH:31]([CH3:33])[CH3:32])[CH:20]=1)=[O:17]. The catalyst class is: 118. (2) Reactant: [H-].[Na+].[CH3:3][OH:4].Cl[C:6]1[C:11]([N+:12]([O-:14])=[O:13])=[CH:10][CH:9]=[C:8]([Cl:15])[N:7]=1.O. Product: [Cl:15][C:8]1[N:7]=[C:6]([O:4][CH3:3])[C:11]([N+:12]([O-:14])=[O:13])=[CH:10][CH:9]=1. The catalyst class is: 113. (3) Reactant: [CH2:1]([S:3][S:4][C:5]1[CH:10]=[CH:9][CH:8]=[C:7]([CH3:11])[C:6]=1[OH:12])[CH3:2].C(=NC(C)C)=NC(C)C.[CH2:22]([C@@H:29]([C:86](=[O:150])[NH:87][CH2:88][C:89](=[O:149])[N:90]([CH3:148])[C@@H:91]([CH2:144][CH:145]([CH3:147])[CH3:146])[C:92](=[O:143])[N:93]([CH3:142])[C@@H:94]([CH:139]([CH3:141])[CH3:140])[C:95](=[O:138])[NH:96][C@@H:97]([CH2:131][C:132]1[CH:137]=[CH:136][CH:135]=[CH:134][CH:133]=1)[C:98](=[O:130])[NH:99][C@H:100]([C:105](=[O:129])[N:106]([CH3:128])[C@@H:107]([CH2:121][C:122]1[CH:127]=[CH:126][CH:125]=[CH:124][CH:123]=1)[C:108](=[O:120])[NH:109][C@@H:110]([CH3:119])[C:111](=[O:118])[N:112]1[CH2:117][CH2:116][CH2:115][CH2:114][CH2:113]1)[CH2:101][C:102](O)=[O:103])[N:30]([CH3:85])[C:31](=[O:84])[C@H:32]([C@H:62]([O:64][C:65]([C:78]1[CH:83]=[CH:82][CH:81]=[CH:80][CH:79]=1)([C:72]1[CH:77]=[CH:76][CH:75]=[CH:74][CH:73]=1)[C:66]1[CH:71]=[CH:70][CH:69]=[CH:68][CH:67]=1)[CH3:63])[NH:33][C:34](=[O:61])[C@H:35]([CH2:57][CH:58]([CH3:60])[CH3:59])[N:36]([CH3:56])[C:37](=[O:55])[C@H:38]([CH:52]([CH3:54])[CH3:53])[NH:39][C:40](=[O:51])[C@H:41]([CH3:50])[NH:42][C:43](=[O:49])[O:44][C:45]([CH3:48])([CH3:47])[CH3:46])[C:23]1[CH:28]=[CH:27][CH:26]=[CH:25][CH:24]=1. Product: [CH2:22]([C@@H:29]([C:86](=[O:150])[NH:87][CH2:88][C:89](=[O:149])[N:90]([CH3:148])[C@@H:91]([CH2:144][CH:145]([CH3:147])[CH3:146])[C:92](=[O:143])[N:93]([CH3:142])[C@@H:94]([CH:139]([CH3:141])[CH3:140])[C:95](=[O:138])[NH:96][C@@H:97]([CH2:131][C:132]1[CH:137]=[CH:136][CH:135]=[CH:134][CH:133]=1)[C:98](=[O:130])[NH:99][C@H:100]([C:105](=[O:129])[N:106]([CH3:128])[C@@H:107]([CH2:121][C:122]1[CH:123]=[CH:124][CH:125]=[CH:126][CH:127]=1)[C:108](=[O:120])[NH:109][C@@H:110]([CH3:119])[C:111](=[O:118])[N:112]1[CH2:117][CH2:116][CH2:115][CH2:114][CH2:113]1)[CH2:101][C:102]([O:12][C:6]1[C:7]([CH3:11])=[CH:8][CH:9]=[CH:10][C:5]=1[S:4][S:3][CH2:1][CH3:2])=[O:103])[N:30]([CH3:85])[C:31](=[O:84])[C@H:32]([C@H:62]([O:64][C:65]([C:66]1[CH:71]=[CH:70][CH:69]=[CH:68][CH:67]=1)([C:72]1[CH:73]=[CH:74][CH:75]=[CH:76][CH:77]=1)[C:78]1[CH:83]=[CH:82][CH:81]=[CH:80][CH:79]=1)[CH3:63])[NH:33][C:34](=[O:61])[C@H:35]([CH2:57][CH:58]([CH3:60])[CH3:59])[N:36]([CH3:56])[C:37](=[O:55])[C@H:38]([CH:52]([CH3:54])[CH3:53])[NH:39][C:40](=[O:51])[C@H:41]([CH3:50])[NH:42][C:43](=[O:49])[O:44][C:45]([CH3:46])([CH3:47])[CH3:48])[C:23]1[CH:28]=[CH:27][CH:26]=[CH:25][CH:24]=1. The catalyst class is: 119. (4) Reactant: C([O:9][C@@H:10]1[C@@H:33]([O:34]C(=O)C2C=CC=CC=2)[C@H:32]([O:43]C(=O)C2C=CC=CC=2)[C@@H:31]([C@@H:52]([CH3:62])[O:53]C(=O)C2C=CC=CC=2)[O:30][C@H:11]1[O:12][C:13]1[CH:18]=[C:17]([CH3:19])[CH:16]=[C:15]([CH3:20])[C:14]=1[CH2:21][C:22]1[CH:27]=[CH:26][C:25]([O:28][CH3:29])=[CH:24][CH:23]=1)(=O)C1C=CC=CC=1.[OH-].[Na+]. Product: [O:12]([C:13]1[CH:18]=[C:17]([CH3:19])[CH:16]=[C:15]([CH3:20])[C:14]=1[CH2:21][C:22]1[CH:23]=[CH:24][C:25]([O:28][CH3:29])=[CH:26][CH:27]=1)[C@@H:11]1[O:30][C@H:31]([C@@H:52]([CH3:62])[OH:53])[C@@H:32]([OH:43])[C@H:33]([OH:34])[C@H:10]1[OH:9]. The catalyst class is: 83. (5) Reactant: [CH:1]([C:4]1[CH:9]=[CH:8][C:7]([CH2:10][CH2:11][NH:12][C:13](=[O:19])[O:14][C:15]([CH3:18])([CH3:17])[CH3:16])=[C:6]([N+:20]([O-])=O)[CH:5]=1)([CH3:3])[CH3:2]. Product: [NH2:20][C:6]1[CH:5]=[C:4]([CH:1]([CH3:2])[CH3:3])[CH:9]=[CH:8][C:7]=1[CH2:10][CH2:11][NH:12][C:13](=[O:19])[O:14][C:15]([CH3:16])([CH3:18])[CH3:17]. The catalyst class is: 178. (6) Reactant: [CH2:1]([O:8][C:9]1[CH:14]=[CH:13][C:12](Br)=[C:11]([F:16])[CH:10]=1)[C:2]1[CH:7]=[CH:6][CH:5]=[CH:4][CH:3]=1.[F:17][C:18]([F:34])([F:33])[O:19][C:20]1[CH:32]=[CH:31][C:23]([O:24][CH:25]2[CH2:30][CH2:29][NH:28][CH2:27][CH2:26]2)=[CH:22][CH:21]=1.CC(C)([O-])C.[Na+].C1(P(C2C=CC=CC=2)C2C=CC3C(=CC=CC=3)C=2C2C3C(=CC=CC=3)C=CC=2P(C2C=CC=CC=2)C2C=CC=CC=2)C=CC=CC=1.[Cl-].[NH4+]. Product: [CH2:1]([O:8][C:9]1[CH:14]=[CH:13][C:12]([N:28]2[CH2:29][CH2:30][CH:25]([O:24][C:23]3[CH:22]=[CH:21][C:20]([O:19][C:18]([F:17])([F:33])[F:34])=[CH:32][CH:31]=3)[CH2:26][CH2:27]2)=[C:11]([F:16])[CH:10]=1)[C:2]1[CH:7]=[CH:6][CH:5]=[CH:4][CH:3]=1. The catalyst class is: 487.